This data is from Drug-target binding data from BindingDB using Ki measurements. The task is: Regression. Given a target protein amino acid sequence and a drug SMILES string, predict the binding affinity score between them. We predict pKi (pKi = -log10(Ki in M); higher means stronger inhibition). Dataset: bindingdb_ki. (1) The drug is CCc1nn(CCCN2CCN(c3cccc(Cl)c3)CC2)c(=O)n1CCOc1ccccc1. The target is MLLARMKPQVQPELGGADQ. The pKi is 7.0. (2) The compound is O=C1C(O)c2cc(O)c(O)cc2OC1c1ccc(O)c(O)c1. The target protein (P00547) has sequence MVKVYAPASSANMSVGFDVLGAAVTPVDGALLGDVVTVEAAETFSLNNLGRFADKLPSEPRENIVYQCWERFCQELGKQIPVAMTLEKNMPIGSGLGSSACSVVAALMAMNEHCGKPLNDTRLLALMGELEGRISGSIHYDNVAPCFLGGMQLMIEENDIISQQVPGFDEWLWVLAYPGIKVSTAEARAILPAQYRRQDCIAHGRHLAGFIHACYSRQPELAAKLMKDVIAEPYRERLLPGFRQARQAVAEIGAVASGISGSGPTLFALCDKPETAQRVADWLGKNYLQNQEGFVHICRLDTAGARVLEN. The pKi is 4.6. (3) The pKi is 4.7. The small molecule is O=[N+]([O-])c1cnn([C@@H]2O[C@H](COP(=O)([O-])[O-])[C@@H](O)[C@H]2O)c1. The target protein (P38024) has sequence MAPAASELKLGKKVNEGKTKEVYELPDIPGCVLMQSKDQITAGNAARKDRMEGKAAISNTTTSCVFQLLQEAGIKTAFVRKQSDTAFIAAHCEMIPIEWVCRRIATGSFLKRNPGVKEGYKFYPPKIEMFYKDDANNDPQWSEEQLIEAKFSFAGLTIGKTEVDIMARSTQAIFEILEKSWQPQNCTLVDLKIEFGVNILTKEIVLADVIDNDSWRLWPSGDRSQQKDKQSYRDLKEVTPEALQMVKRNFEWVAERVELLLKTKSQGRVVVLMGSTSDLGHCEKIKKACATFGIPCELRVTSAHKGPDETLRIKAEYEGDGIPTVFVAVAGRSNGLGPVMSGNTAYPVVNCPPLSSDWGAQDVWSSLRLPSGLGCPTTLSPEGAAQFAAQIFGLNNHLVWAKLRSNMLNTWISLKQADKKLRECTL. (4) The small molecule is N[C@H](CCS(=O)(=O)O)C(=O)O. The target protein (Q15822) has sequence MGPSCPVFLSFTKLSLWWLLLTPAGGEEAKRPPPRAPGDPLSSPSPTALPQGGSHTETEDRLFKHLFRGYNRWARPVPNTSDVVIVRFGLSIAQLIDVDEKNQMMTTNVWLKQEWSDYKLRWNPTDFGNITSLRVPSEMIWIPDIVLYNNADGEFAVTHMTKAHLFSTGTVHWVPPAIYKSSCSIDVTFFPFDQQNCKMKFGSWTYDKAKIDLEQMEQTVDLKDYWESGEWAIVNATGTYNSKKYDCCAEIYPDVTYAFVIRRLPLFYTINLIIPCLLISCLTVLVFYLPSDCGEKITLCISVLLSLTVFLLLITEIIPSTSLVIPLIGEYLLFTMIFVTLSIVITVFVLNVHHRSPSTHTMPHWVRGALLGCVPRWLLMNRPPPPVELCHPLRLKLSPSYHWLESNVDAEEREVVVEEEDRWACAGHVAPSVGTLCSHGHLHSGASGPKAEALLQEGELLLSPHMQKALEGVHYIADHLRSEDADSSVKEDWKYVAMVI.... The pKi is 5.0. (5) The target protein sequence is MNWLVAALAVCVLVPSANCASDSVAWCYHQPSCNDTTWPTIAAKYCNGTRQSPINIVSASAEPNANLTEFTFQNYGDTSILKKILNTGKTVQVSLGSGVSISGGDLSEAYDSLQFHLHWGKGSSIPGSDGKRYPMELHIVNSKSTFNGNTTLAVKDSTGLAALGFFIEETSGNETQQPASWNTLTSYLANITNSGDSVSIAPGISLDDLLVGVDRTKYYRYLGSLTTPQLQEAVVWTVFKDSIKVSKDLIDLFSTTVHVSNTSSPLMTNVFRNVQPAQPVTTQAASSSATSKTCYSLGLMALSLALGRS. The drug is O=C(O)c1ccc(O)c(O)c1. The pKi is 5.5.